This data is from Full USPTO retrosynthesis dataset with 1.9M reactions from patents (1976-2016). The task is: Predict the reactants needed to synthesize the given product. Given the product [CH2:19]([O:1][C:2]1[CH:9]=[CH:8][CH:7]=[CH:6][C:3]=1[C:4]#[N:5])[C:20]1[CH:25]=[CH:24][CH:23]=[CH:22][CH:21]=1, predict the reactants needed to synthesize it. The reactants are: [OH:1][C:2]1[CH:9]=[C:8]([N+]([O-])=O)[CH:7]=[CH:6][C:3]=1[C:4]#[N:5].C(=O)([O-])[O-].[K+].[K+].[CH2:19](Br)[C:20]1[CH:25]=[CH:24][CH:23]=[CH:22][CH:21]=1.